Task: Predict the reactants needed to synthesize the given product.. Dataset: Full USPTO retrosynthesis dataset with 1.9M reactions from patents (1976-2016) (1) Given the product [C:11]([O:10][C@@H:9]1[C@H:8]([CH2:19][O:20][C:21](=[O:28])[C:22]2[CH:23]=[CH:24][CH:25]=[CH:26][CH:27]=2)[O:7][C@H:6]([N:29]2[CH:37]=[N:36][C:35]3[C:30]2=[N:31][CH:32]=[N:33][C:34]=3[NH2:38])[C@H:5]1[OH:4])(=[O:18])[C:12]1[CH:13]=[CH:14][CH:15]=[CH:16][CH:17]=1, predict the reactants needed to synthesize it. The reactants are: C([O:4][C@H:5]1[C@H:9]([O:10][C:11](=[O:18])[C:12]2[CH:17]=[CH:16][CH:15]=[CH:14][CH:13]=2)[C@H:8]([CH2:19][O:20][C:21](=[O:28])[C:22]2[CH:27]=[CH:26][CH:25]=[CH:24][CH:23]=2)[O:7][C@@H:6]1[N:29]1[CH:37]=[N:36][C:35]2[C:30]1=[N:31][CH:32]=[N:33][C:34]=2[NH2:38])(=O)C.O.NN. (2) Given the product [Cl:1][C:2]1[C:7]([S:8]([NH:20][C:18]2[CH:17]=[CH:16][C:15]([CH3:21])=[C:14]([O:13][CH3:12])[N:19]=2)(=[O:10])=[O:9])=[CH:6][CH:5]=[CH:4][N:3]=1, predict the reactants needed to synthesize it. The reactants are: [Cl:1][C:2]1[C:7]([S:8](Cl)(=[O:10])=[O:9])=[CH:6][CH:5]=[CH:4][N:3]=1.[CH3:12][O:13][C:14]1[N:19]=[C:18]([NH2:20])[CH:17]=[CH:16][C:15]=1[CH3:21].N1C=CC=CC=1.